From a dataset of Catalyst prediction with 721,799 reactions and 888 catalyst types from USPTO. Predict which catalyst facilitates the given reaction. (1) Reactant: [F:1][C:2]([F:18])([F:17])[C:3]([C:5]1[S:9][C:8]([CH2:10][CH2:11][CH2:12][C:13]([O:15]C)=[O:14])=[CH:7][CH:6]=1)=[O:4].O[Li].O. Product: [F:18][C:2]([F:1])([F:17])[C:3]([C:5]1[S:9][C:8]([CH2:10][CH2:11][CH2:12][C:13]([OH:15])=[O:14])=[CH:7][CH:6]=1)=[O:4]. The catalyst class is: 20. (2) Reactant: [N+:1]([C:4]1[CH:17]=[CH:16][C:7]2[N:8]([C:13](=[O:15])[CH3:14])[CH2:9][CH2:10][CH2:11][O:12][C:6]=2[CH:5]=1)([O-])=O. Product: [NH2:1][C:4]1[CH:17]=[CH:16][C:7]2[N:8]([C:13](=[O:15])[CH3:14])[CH2:9][CH2:10][CH2:11][O:12][C:6]=2[CH:5]=1. The catalyst class is: 63. (3) Reactant: [CH2:1]([NH:3][C:4](=[O:29])[NH:5][C:6]1[CH:27]=[CH:26][C:9]([O:10][C:11]2[C:20]3[C:15](=[CH:16][C:17]([O:24][CH3:25])=[C:18]([C:21](O)=[O:22])[CH:19]=3)[N:14]=[CH:13][CH:12]=2)=[CH:8][C:7]=1[F:28])[CH3:2].[O:30]([NH2:32])[CH3:31].F[P-](F)(F)(F)(F)F.N1(O[P+](N(C)C)(N(C)C)N(C)C)C2C=CC=CC=2N=N1. Product: [CH3:31][O:30][NH:32][C:21]([C:18]1[CH:19]=[C:20]2[C:15](=[CH:16][C:17]=1[O:24][CH3:25])[N:14]=[CH:13][CH:12]=[C:11]2[O:10][C:9]1[CH:26]=[CH:27][C:6]([NH:5][C:4]([NH:3][CH2:1][CH3:2])=[O:29])=[C:7]([F:28])[CH:8]=1)=[O:22]. The catalyst class is: 66. (4) Reactant: C[Si]([N-][Si](C)(C)C)(C)C.[Na+].[Br:11][C:12]1[CH:21]=[CH:20][C:19]([Cl:22])=[CH:18][C:13]=1[C:14]([O:16]C)=O.[F:23][C:24]([F:31])([F:30])[CH2:25][CH2:26]C(O)=O. Product: [Br:11][C:12]1[CH:21]=[CH:20][C:19]([Cl:22])=[CH:18][C:13]=1[C:14](=[O:16])[CH2:26][CH2:25][C:24]([F:31])([F:30])[F:23]. The catalyst class is: 1. (5) Product: [CH3:12][Si:11]([CH3:14])([CH3:13])[C:9]1[O:8][C:7]2=[CH:2][N:3]=[C:4]([CH2:15][OH:16])[CH:5]=[C:6]2[CH:10]=1. The catalyst class is: 50. Reactant: Cl[C:2]1[N:3]=[C:4]([CH2:15][OH:16])[CH:5]=[C:6]2[CH:10]=[C:9]([Si:11]([CH3:14])([CH3:13])[CH3:12])[O:8][C:7]=12.C1CCCCC=1. (6) Reactant: C([NH:5][S:6]([CH2:9][CH:10]([NH2:18])[C:11]1[CH:16]=[CH:15][C:14]([F:17])=[CH:13][CH:12]=1)(=[O:8])=[O:7])(C)(C)C.FC1C=CC=C(F)C=1O[C:23]1[O:24][C:25]([CH3:34])([CH3:33])[C:26]([CH3:32])([CH3:31])[S:27](=[O:30])(=[O:29])[N:28]=1.C(N(CC)C(C)C)(C)C. Product: [F:17][C:14]1[CH:13]=[CH:12][C:11]([CH:10]([NH:18][C:23]2[O:24][C:25]([CH3:34])([CH3:33])[C:26]([CH3:32])([CH3:31])[S:27](=[O:30])(=[O:29])[N:28]=2)[CH2:9][S:6]([NH2:5])(=[O:7])=[O:8])=[CH:16][CH:15]=1. The catalyst class is: 96. (7) Reactant: CC1C=CC(S(O[CH2:12][C@@H:13]2[O:27][C:17]3=[C:18]4[C:22](=[CH:23][CH:24]=[C:16]3[O:15][CH2:14]2)[NH:21][C:20]([CH2:25][CH3:26])=[CH:19]4)(=O)=O)=CC=1.[F:28][C:29]1[CH:30]=[C:31]2[C:35](=[CH:36][CH:37]=1)[NH:34][CH:33]=[C:32]2[C:38]1[CH2:39][CH2:40][NH:41][CH2:42][CH:43]=1. Product: [CH2:25]([C:20]1[NH:21][C:22]2[C:18]([CH:19]=1)=[C:17]1[O:27][CH:13]([CH2:12][N:41]3[CH2:42][CH:43]=[C:38]([C:32]4[C:31]5[C:35](=[CH:36][CH:37]=[C:29]([F:28])[CH:30]=5)[NH:34][CH:33]=4)[CH2:39][CH2:40]3)[CH2:14][O:15][C:16]1=[CH:24][CH:23]=2)[CH3:26]. The catalyst class is: 148. (8) Reactant: [NH2:1][C@H:2]([C:4]1[N:9]([C:10]2[CH:15]=[CH:14][CH:13]=[CH:12][CH:11]=2)[C:8](=[O:16])[C:7]2=[C:17]([CH3:20])[CH:18]=[CH:19][N:6]2[N:5]=1)[CH3:3].Cl[C:22]1[C:23]2[C:30]([S:31][C:32]3[CH:37]=[CH:36][CH:35]=[C:34]([O:38][CH3:39])[CH:33]=3)=[CH:29][N:28]([CH2:40][O:41][CH2:42][CH2:43][Si:44]([CH3:47])([CH3:46])[CH3:45])[C:24]=2[N:25]=[CH:26][N:27]=1.C(N(CC)C(C)C)(C)C.[F-].[Cs+]. Product: [CH3:39][O:38][C:34]1[CH:33]=[C:32]([S:31][C:30]2[C:23]3[C:22]([NH:1][C@H:2]([C:4]4[N:9]([C:10]5[CH:15]=[CH:14][CH:13]=[CH:12][CH:11]=5)[C:8](=[O:16])[C:7]5=[C:17]([CH3:20])[CH:18]=[CH:19][N:6]5[N:5]=4)[CH3:3])=[N:27][CH:26]=[N:25][C:24]=3[N:28]([CH2:40][O:41][CH2:42][CH2:43][Si:44]([CH3:45])([CH3:47])[CH3:46])[CH:29]=2)[CH:37]=[CH:36][CH:35]=1. The catalyst class is: 107.